Dataset: Reaction yield outcomes from USPTO patents with 853,638 reactions. Task: Predict the reaction yield, written as a fraction of the theoretical maximum amount of product (1.0 means a 100% yield; for example, 0.34 means a 34% yield). (1) The reactants are [NH:1]1[C:10]2[C:5](=[CH:6][CH:7]=[CH:8][CH:9]=2)[CH2:4][CH2:3][C:2]1=[O:11].[Br:12]N1C(=O)CCC1=O. The catalyst is ClCCl. The product is [Br:12][C:7]1[CH:6]=[C:5]2[C:10](=[CH:9][CH:8]=1)[NH:1][C:2](=[O:11])[CH2:3][CH2:4]2. The yield is 0.620. (2) The reactants are [Cl:1][C:2]1[CH:3]=[CH:4][C:5]([O:23][CH2:24][CH2:25][C:26]2[C:31]([F:32])=[CH:30][CH:29]=[CH:28][C:27]=2[F:33])=[C:6]([CH:22]=1)[C:7]([NH:9][C@H:10]([C:12]1[CH:21]=[CH:20][C:15]([C:16]([O:18]C)=[O:17])=[CH:14][CH:13]=1)[CH3:11])=[O:8].[OH-].[Na+]. The catalyst is CO.O1CCCC1. The product is [Cl:1][C:2]1[CH:3]=[CH:4][C:5]([O:23][CH2:24][CH2:25][C:26]2[C:31]([F:32])=[CH:30][CH:29]=[CH:28][C:27]=2[F:33])=[C:6]([CH:22]=1)[C:7]([NH:9][C@H:10]([C:12]1[CH:13]=[CH:14][C:15]([C:16]([OH:18])=[O:17])=[CH:20][CH:21]=1)[CH3:11])=[O:8]. The yield is 0.650. (3) The reactants are [C:1](=[O:23])([O:20][CH2:21][CH3:22])[O:2][C:3]1[CH:8]=[CH:7][C:6]([CH3:9])=[CH:5][C:4]=1[CH:10]1[CH:17]2[CH2:18][CH:13]3[CH2:14][CH:15]([CH2:19][CH:11]1[CH2:12]3)[CH2:16]2.[N+:24]([O-])([O-:26])=[O:25].[K+]. The catalyst is OS(O)(=O)=O. The product is [C:1](=[O:23])([O:20][CH2:21][CH3:22])[O:2][C:3]1[CH:8]=[C:7]([N+:24]([O-:26])=[O:25])[C:6]([CH3:9])=[CH:5][C:4]=1[CH:10]1[CH:11]2[CH2:19][CH:15]3[CH2:14][CH:13]([CH2:18][CH:17]1[CH2:16]3)[CH2:12]2. The yield is 0.250. (4) The product is [OH:8][C:5]1[CH:6]=[CH:7][C:2]([C:16]2[CH:15]=[CH:14][CH:13]=[C:12]([C:9](=[O:11])[CH3:10])[CH:17]=2)=[CH:3][CH:4]=1. The catalyst is CN(C)C=O.C([O-])(=O)C.[Pd+2].C([O-])(=O)C. The reactants are I[C:2]1[CH:7]=[CH:6][C:5]([OH:8])=[CH:4][CH:3]=1.[C:9]([C:12]1[CH:13]=[C:14](B(O)O)[CH:15]=[CH:16][CH:17]=1)(=[O:11])[CH3:10].C([O-])([O-])=O.[Na+].[Na+].C(Cl)Cl. The yield is 0.950.